From a dataset of Forward reaction prediction with 1.9M reactions from USPTO patents (1976-2016). Predict the product of the given reaction. (1) Given the reactants [CH2:1]([NH2:8])[C:2]1[CH:7]=[CH:6][CH:5]=[CH:4][CH:3]=1.[CH:9]12[CH2:14][CH:13]1[C:12](=[O:15])N[C:10]2=[O:16], predict the reaction product. The product is: [CH2:1]([N:8]1[C:12](=[O:15])[CH:13]2[CH:9]([CH2:14]2)[C:10]1=[O:16])[C:2]1[CH:7]=[CH:6][CH:5]=[CH:4][CH:3]=1. (2) Given the reactants [S:1]1[C:5]2[CH:6]=[CH:7][CH:8]=[CH:9][C:4]=2[N:3]=[C:2]1[NH:10][C@H:11]1[CH2:14][C@@H:13]([NH:15][C:16]2[C:21](Cl)=[N:20][CH:19]=[CH:18][N:17]=2)[CH2:12]1.CC(C)([O-])C.[Na+].[CH3:29][NH2:30].C1COCC1, predict the reaction product. The product is: [S:1]1[C:5]2[CH:6]=[CH:7][CH:8]=[CH:9][C:4]=2[N:3]=[C:2]1[NH:10][C@@H:11]1[CH2:14][C@H:13]([NH:15][C:16]2[C:21]([NH:30][CH3:29])=[N:20][CH:19]=[CH:18][N:17]=2)[CH2:12]1.